From a dataset of Forward reaction prediction with 1.9M reactions from USPTO patents (1976-2016). Predict the product of the given reaction. (1) Given the reactants [F:1][C:2]1[CH:10]=[C:9]([N+:11]([O-:13])=[O:12])[C:8](F)=[CH:7][C:3]=1[C:4]([OH:6])=[O:5].[OH-:15].[K+].[CH3:17]O, predict the reaction product. The product is: [F:1][C:2]1[CH:10]=[C:9]([N+:11]([O-:13])=[O:12])[C:8]([O:15][CH3:17])=[CH:7][C:3]=1[C:4]([OH:6])=[O:5]. (2) Given the reactants C(OC(=O)[N:7]([C:20]1[CH:25]=[CH:24][C:23]([F:26])=[CH:22][CH:21]=1)[CH2:8][C:9]1[N:10]=[C:11]([N:14]2[CH2:19][CH2:18][CH2:17][CH2:16][CH2:15]2)[S:12][CH:13]=1)(C)(C)C.FC(F)(F)C(O)=O.[Cl:35]CCl, predict the reaction product. The product is: [ClH:35].[ClH:35].[F:26][C:23]1[CH:24]=[CH:25][C:20]([NH:7][CH2:8][C:9]2[N:10]=[C:11]([N:14]3[CH2:19][CH2:18][CH2:17][CH2:16][CH2:15]3)[S:12][CH:13]=2)=[CH:21][CH:22]=1. (3) Given the reactants [CH3:1][C:2]([O:4][C@H:5]1[C:14]2[C@@:15]3([CH3:30])[C@@H:26]([CH2:27][O:28][CH3:29])[O:25][C:23](=[O:24])[C:17]4=[CH:18][O:19][C:20]([C:21](=[O:22])[C:13]=2[C@@H:8]2[CH2:9][CH2:10][C@H:11]([OH:12])[C@@:7]2([CH3:31])[CH2:6]1)=[C:16]34)=[O:3].[CH3:32][N:33]([CH3:44])[CH2:34][CH2:35][NH:36][CH2:37][C:38]1[CH:43]=[CH:42][CH:41]=[CH:40][CH:39]=1, predict the reaction product. The product is: [CH2:37]([N:36]([CH:18]=[C:17]1[C:16]2[C:15]([CH3:30])([C:14]3[CH:5]([O:4][C:2](=[O:3])[CH3:1])[CH2:6][C:7]4([CH3:31])[CH:8]([C:13]=3[C:21](=[O:22])[C:20]=2[OH:19])[CH2:9][CH2:10][CH:11]4[OH:12])[CH:26]([CH2:27][O:28][CH3:29])[O:25][C:23]1=[O:24])[CH2:35][CH2:34][N:33]([CH3:44])[CH3:32])[C:38]1[CH:43]=[CH:42][CH:41]=[CH:40][CH:39]=1. (4) Given the reactants [CH3:1][N:2]1[C:6]([C:7]([F:10])([F:9])[F:8])=[C:5]([C@@H:11]([NH:13][S@@](C(C)(C)C)=O)[CH3:12])[CH:4]=[N:3]1.[ClH:20], predict the reaction product. The product is: [ClH:20].[ClH:20].[CH3:1][N:2]1[C:6]([C:7]([F:8])([F:9])[F:10])=[C:5]([C@@H:11]([NH2:13])[CH3:12])[CH:4]=[N:3]1. (5) Given the reactants Br[C:2]1[C:3]([NH2:9])=[N:4][C:5]([NH2:8])=[N:6][CH:7]=1.[K+].C(O[C:14]([S-:16])=[S:15])C.O.Cl, predict the reaction product. The product is: [NH2:8][C:5]1[N:6]=[CH:7][C:2]2[S:16][C:14](=[S:15])[NH:9][C:3]=2[N:4]=1. (6) Given the reactants [CH3:1][O:2][C:3]1[CH:8]=[CH:7][C:6]([CH2:9][C:10](=[O:12])[CH3:11])=[CH:5][CH:4]=1.[C:13]([OH:17])(=[O:16])[CH:14]=O, predict the reaction product. The product is: [OH:12][C:10]1([CH3:11])[O:17][C:13](=[O:16])[CH:14]=[C:9]1[C:6]1[CH:7]=[CH:8][C:3]([O:2][CH3:1])=[CH:4][CH:5]=1.